Dataset: TCR-epitope binding with 47,182 pairs between 192 epitopes and 23,139 TCRs. Task: Binary Classification. Given a T-cell receptor sequence (or CDR3 region) and an epitope sequence, predict whether binding occurs between them. (1) The epitope is FTISVTTEIL. The TCR CDR3 sequence is CASSFSGGYEQYF. Result: 1 (the TCR binds to the epitope). (2) The epitope is AVFDRKSDAK. The TCR CDR3 sequence is CASSPPPSGAKEGVRAGNTIYF. Result: 1 (the TCR binds to the epitope).